Predict the product of the given reaction. From a dataset of Forward reaction prediction with 1.9M reactions from USPTO patents (1976-2016). (1) Given the reactants Cl[C:2]1[C:7]([C:8]([F:11])([F:10])[F:9])=[CH:6][N:5]=[C:4]([NH:12][C:13]2[CH:27]=[CH:26][C:16]([CH2:17][P:18](=[O:25])([O:22][CH2:23][CH3:24])[O:19][CH2:20][CH3:21])=[CH:15][C:14]=2[O:28][CH3:29])[N:3]=1.[NH2:30][C:31]1[CH:32]=[CH:33][C:34]([CH:42]2[CH2:47][CH2:46][CH:45]([N:48]([CH2:50][CH3:51])[CH3:49])[CH2:44][CH2:43]2)=[C:35]2[C:39]=1[C:38](=[O:40])[N:37]([CH3:41])[CH2:36]2, predict the reaction product. The product is: [CH2:50]([N:48]([CH3:49])[CH:45]1[CH2:44][CH2:43][CH:42]([C:34]2[CH:33]=[CH:32][C:31]([NH:30][C:2]3[C:7]([C:8]([F:10])([F:11])[F:9])=[CH:6][N:5]=[C:4]([NH:12][C:13]4[CH:27]=[CH:26][C:16]([CH2:17][P:18](=[O:25])([O:19][CH2:20][CH3:21])[O:22][CH2:23][CH3:24])=[CH:15][C:14]=4[O:28][CH3:29])[N:3]=3)=[C:39]3[C:35]=2[CH2:36][N:37]([CH3:41])[C:38]3=[O:40])[CH2:47][CH2:46]1)[CH3:51]. (2) The product is: [CH:11]1([NH:14][C:2]2[CH:7]=[CH:6][CH:5]=[CH:4][C:3]=2[N+:8]([O-:10])=[O:9])[CH2:13][CH2:12]1. Given the reactants F[C:2]1[CH:7]=[CH:6][CH:5]=[CH:4][C:3]=1[N+:8]([O-:10])=[O:9].[CH:11]1([NH2:14])[CH2:13][CH2:12]1.O, predict the reaction product. (3) Given the reactants [NH2:1][C:2]1[CH:7]=[CH:6][C:5]([OH:8])=[CH:4][CH:3]=1.C(N(CC)CC)C.[C:16](Cl)(=[O:23])[C:17]1[CH:22]=[CH:21][CH:20]=[CH:19][CH:18]=1, predict the reaction product. The product is: [OH:8][C:5]1[CH:6]=[CH:7][C:2]([NH:1][C:16](=[O:23])[C:17]2[CH:22]=[CH:21][CH:20]=[CH:19][CH:18]=2)=[CH:3][CH:4]=1.